This data is from Peptide-MHC class I binding affinity with 185,985 pairs from IEDB/IMGT. The task is: Regression. Given a peptide amino acid sequence and an MHC pseudo amino acid sequence, predict their binding affinity value. This is MHC class I binding data. (1) The binding affinity (normalized) is 0. The peptide sequence is YFPDWQNYT. The MHC is HLA-B40:01 with pseudo-sequence HLA-B40:01. (2) The peptide sequence is LVGNTLTTC. The MHC is HLA-B15:01 with pseudo-sequence HLA-B15:01. The binding affinity (normalized) is 0.0847.